From a dataset of Full USPTO retrosynthesis dataset with 1.9M reactions from patents (1976-2016). Predict the reactants needed to synthesize the given product. (1) Given the product [Cl:1][C:2]1[CH:3]=[C:4]([CH:5]=[CH:12][C:13]([OH:15])=[O:14])[CH:7]=[C:8]([Cl:10])[CH:9]=1, predict the reactants needed to synthesize it. The reactants are: [Cl:1][C:2]1[CH:3]=[C:4]([CH:7]=[C:8]([Cl:10])[CH:9]=1)[CH:5]=O.C(O)(=O)[CH2:12][C:13]([OH:15])=[O:14].N1CCCCC1. (2) Given the product [Br:1][C:2]1[CH:3]=[C:4]2[C:8](=[CH:9][CH:10]=1)[N:7]([CH2:11][CH2:12][CH2:13][O:14][Si:20]([C:33]([CH3:36])([CH3:35])[CH3:34])([C:27]1[CH:28]=[CH:29][CH:30]=[CH:31][CH:32]=1)[C:21]1[CH:26]=[CH:25][CH:24]=[CH:23][CH:22]=1)[N:6]=[CH:5]2, predict the reactants needed to synthesize it. The reactants are: [Br:1][C:2]1[CH:3]=[C:4]2[C:8](=[CH:9][CH:10]=1)[N:7]([CH2:11][CH2:12][CH2:13][OH:14])[N:6]=[CH:5]2.N1C=CN=C1.[Si:20](Cl)([C:33]([CH3:36])([CH3:35])[CH3:34])([C:27]1[CH:32]=[CH:31][CH:30]=[CH:29][CH:28]=1)[C:21]1[CH:26]=[CH:25][CH:24]=[CH:23][CH:22]=1. (3) Given the product [NH2:8][C:7]1[N:6]([CH2:9][CH3:10])[C:5](=[O:11])[N:4]([CH2:12][C:13]#[CH:14])[C:3](=[O:15])[C:2]=1[NH:1][C:28](=[O:29])[C:27]#[C:26][C:20]1[CH:21]=[CH:22][C:23]([O:24][CH3:25])=[C:18]([O:17][CH3:16])[CH:19]=1, predict the reactants needed to synthesize it. The reactants are: [NH2:1][C:2]1[C:3](=[O:15])[N:4]([CH2:12][C:13]#[CH:14])[C:5](=[O:11])[N:6]([CH2:9][CH3:10])[C:7]=1[NH2:8].[CH3:16][O:17][C:18]1[CH:19]=[C:20]([C:26]#[C:27][C:28](O)=[O:29])[CH:21]=[CH:22][C:23]=1[O:24][CH3:25].C(Cl)CCl.Cl.CN(C)CCCN=C=NCC. (4) Given the product [CH2:1]([N:8]1[C@H:13]([CH3:14])[CH2:12][O:11][C:10]([CH2:16][CH2:17][OH:18])([CH3:15])[CH2:9]1)[C:2]1[CH:3]=[CH:4][CH:5]=[CH:6][CH:7]=1, predict the reactants needed to synthesize it. The reactants are: [CH2:1]([N:8]1[C@H:13]([CH3:14])[CH2:12][O:11][C:10]([CH2:16][CH2:17][OH:18])([CH3:15])[C:9]1=O)[C:2]1[CH:7]=[CH:6][CH:5]=[CH:4][CH:3]=1.CO.